From a dataset of Forward reaction prediction with 1.9M reactions from USPTO patents (1976-2016). Predict the product of the given reaction. (1) The product is: [C:17]([N:21]([CH3:25])[C:22]([N:14]1[CH2:13][CH2:12][CH:11]([CH2:10][CH2:9][CH2:8][CH2:7][C:4]2[CH:3]=[CH:2][N:1]=[CH:6][CH:5]=2)[CH2:16][CH2:15]1)=[O:23])([CH3:20])([CH3:19])[CH3:18]. Given the reactants [NH:1]1[CH2:6][CH2:5][CH:4]([CH2:7][CH2:8][CH2:9][CH2:10][C:11]2[CH:16]=[CH:15][N:14]=[CH:13][CH:12]=2)[CH2:3][CH2:2]1.[C:17]([N:21]([CH3:25])[C:22](Cl)=[O:23])([CH3:20])([CH3:19])[CH3:18].CCN(C(C)C)C(C)C, predict the reaction product. (2) Given the reactants [CH3:1][C:2]([CH3:26])([CH2:19][C:20]1([CH3:25])OCC[O:21]1)[CH2:3][N:4]1[C:16]2[C:15]3[CH:14]=[CH:13][CH:12]=[CH:11][C:10]=3[N:9]=[C:8]([NH2:17])[C:7]=2[N:6]=[C:5]1[CH3:18].Cl, predict the reaction product. The product is: [NH2:17][C:8]1[C:7]2[N:6]=[C:5]([CH3:18])[N:4]([CH2:3][C:2]([CH3:26])([CH3:1])[CH2:19][C:20](=[O:21])[CH3:25])[C:16]=2[C:15]2[CH:14]=[CH:13][CH:12]=[CH:11][C:10]=2[N:9]=1. (3) Given the reactants [CH3:1][C:2]1([CH3:25])[CH2:11][CH2:10][C:9]([CH3:13])([CH3:12])[C:8]2[CH:7]=[C:6]([C:14]3[O:18][C:17]([CH:19]4[CH2:24][CH2:23][NH:22][CH2:21][CH2:20]4)=[N:16][N:15]=3)[CH:5]=[CH:4][C:3]1=2.C([O:29][CH2:30][CH2:31][CH2:32][CH2:33]Br)(=O)C.[OH-].[Na+], predict the reaction product. The product is: [CH3:1][C:2]1([CH3:25])[CH2:11][CH2:10][C:9]([CH3:12])([CH3:13])[C:8]2[CH:7]=[C:6]([C:14]3[O:18][C:17]([CH:19]4[CH2:24][CH2:23][N:22]([CH2:33][CH2:32][CH2:31][CH2:30][OH:29])[CH2:21][CH2:20]4)=[N:16][N:15]=3)[CH:5]=[CH:4][C:3]1=2. (4) Given the reactants [CH2:1]([N:3]1[C:7]2=[N:8][C:9]([CH2:48][CH3:49])=[C:10]([CH2:19][NH:20][C:21]([C:23]3[CH:28]=[CH:27][CH:26]=[C:25]([C:29]([NH:31][CH2:32][C:33]4[CH:34]=[C:35]([C:40]5[CH:45]=[CH:44][CH:43]=[C:42]([CH:46]=O)[CH:41]=5)[C:36]([F:39])=[CH:37][CH:38]=4)=[O:30])[CH:24]=3)=[O:22])[C:11]([NH:12][CH:13]3[CH2:18][CH2:17][O:16][CH2:15][CH2:14]3)=[C:6]2[CH:5]=[N:4]1)[CH3:2].[CH3:50][CH:51]1[CH2:56][NH:55][CH2:54][CH:53]([CH3:57])[NH:52]1.[BH-](OC(C)=O)(OC(C)=O)OC(C)=O.[Na+], predict the reaction product. The product is: [CH2:1]([N:3]1[C:7]2=[N:8][C:9]([CH2:48][CH3:49])=[C:10]([CH2:19][NH:20][C:21]([C:23]3[CH:28]=[CH:27][CH:26]=[C:25]([C:29]([NH:31][CH2:32][C:33]4[CH:34]=[C:35]([C:40]5[CH:45]=[CH:44][CH:43]=[C:42]([CH2:46][N:55]6[CH2:54][CH:53]([CH3:57])[NH:52][CH:51]([CH3:50])[CH2:56]6)[CH:41]=5)[C:36]([F:39])=[CH:37][CH:38]=4)=[O:30])[CH:24]=3)=[O:22])[C:11]([NH:12][CH:13]3[CH2:14][CH2:15][O:16][CH2:17][CH2:18]3)=[C:6]2[CH:5]=[N:4]1)[CH3:2]. (5) Given the reactants [CH2:1]([NH:5][C:6]([C:8]1[S:9][CH:10]=[CH:11][C:12]=1[C:13]([OH:15])=O)=[O:7])[CH2:2][CH2:3][CH3:4].C(NC(C1C=CSC=1C(O)=O)=O)CCC, predict the reaction product. The product is: [CH2:1]([N:5]1[C:13](=[O:15])[C:12]2[CH:11]=[CH:10][S:9][C:8]=2[C:6]1=[O:7])[CH2:2][CH2:3][CH3:4]. (6) Given the reactants COC(=O)C1C=CC=CC=1.[C:11]([Si:15]([CH3:41])([CH3:40])[O:16][CH:17]([CH2:26][C:27]1[CH:32]=[CH:31][CH:30]=[C:29]([O:33][C:34]2[CH:39]=[CH:38][CH:37]=[CH:36][CH:35]=2)[CH:28]=1)[CH2:18][CH2:19][CH:20]1[NH:24][C:23](=[O:25])[CH2:22][CH2:21]1)([CH3:14])([CH3:13])[CH3:12].C[Si]([N-][Si](C)(C)C)(C)C.[Na+].[CH3:52][O:53][C:54](=[O:65])[C:55]1[CH:60]=[CH:59][C:58]([CH2:61][CH2:62][CH2:63]Br)=[CH:57][CH:56]=1, predict the reaction product. The product is: [CH3:52][O:53][C:54](=[O:65])[C:55]1[CH:60]=[CH:59][C:58]([CH2:61][CH2:62][CH2:63][N:24]2[C:23](=[O:25])[CH2:22][CH2:21][CH:20]2[CH2:19][CH2:18][CH:17]([O:16][Si:15]([C:11]([CH3:14])([CH3:13])[CH3:12])([CH3:41])[CH3:40])[CH2:26][C:27]2[CH:32]=[CH:31][CH:30]=[C:29]([O:33][C:34]3[CH:35]=[CH:36][CH:37]=[CH:38][CH:39]=3)[CH:28]=2)=[CH:57][CH:56]=1.